The task is: Predict which catalyst facilitates the given reaction.. This data is from Catalyst prediction with 721,799 reactions and 888 catalyst types from USPTO. (1) Reactant: CO.[BH4-].[Na+].ClCCl.[CH3:8][O:9][C:10]1[CH:11]=[CH:12][C:13]2[N:14]([N:16]=[C:17]([C:31]3[CH:36]=[CH:35][C:34]([O:37][C:38]([F:41])([F:40])[F:39])=[CH:33][CH:32]=3)[C:18]=2[C:19]([C:21]2[N:26]=[C:25]([C:27]([O:29][CH3:30])=[O:28])[CH:24]=[CH:23][CH:22]=2)=[O:20])[CH:15]=1. Product: [OH:20][CH:19]([C:18]1[C:17]([C:31]2[CH:32]=[CH:33][C:34]([O:37][C:38]([F:39])([F:40])[F:41])=[CH:35][CH:36]=2)=[N:16][N:14]2[CH:15]=[C:10]([O:9][CH3:8])[CH:11]=[CH:12][C:13]=12)[C:21]1[N:26]=[C:25]([C:27]([O:29][CH3:30])=[O:28])[CH:24]=[CH:23][CH:22]=1. The catalyst class is: 6. (2) Reactant: Br[C:2]1[S:6][C:5]2=[N:7][CH:8]=[C:9]([S:10](Cl)(=[O:12])=[O:11])[N:4]2[N:3]=1.C([N:16]([CH2:19][CH3:20])CC)C.[CH2:21]([NH2:23])[CH3:22]. Product: [CH2:21]([NH:23][S:10]([C:9]1[N:4]2[C:5]([S:6][C:2]([NH:16][CH2:19][CH3:20])=[N:3]2)=[N:7][CH:8]=1)(=[O:12])=[O:11])[CH3:22]. The catalyst class is: 10. (3) Reactant: [CH:1]([C:3]1[N:7]([CH3:8])[C:6]([C:9]([O:11][CH2:12][CH3:13])=[O:10])=[CH:5][C:4]=1[CH3:14])=[O:2].CO.[BH4-].[Na+].[Cl-].[NH4+]. Product: [OH:2][CH2:1][C:3]1[N:7]([CH3:8])[C:6]([C:9]([O:11][CH2:12][CH3:13])=[O:10])=[CH:5][C:4]=1[CH3:14]. The catalyst class is: 84. (4) Reactant: [F:1][C:2]1[C:7]([C:8]([F:11])([F:10])[F:9])=[C:6]([O:12][CH3:13])[CH:5]=[CH:4][C:3]=1/[CH:14]=[CH:15]\[C:16]([O:18][CH2:19][CH3:20])=[O:17]. Product: [F:1][C:2]1[C:7]([C:8]([F:11])([F:10])[F:9])=[C:6]([O:12][CH3:13])[CH:5]=[CH:4][C:3]=1[CH2:14][CH2:15][C:16]([O:18][CH2:19][CH3:20])=[O:17]. The catalyst class is: 352.